From a dataset of Forward reaction prediction with 1.9M reactions from USPTO patents (1976-2016). Predict the product of the given reaction. (1) Given the reactants [C:1]([C@@H:4]1[C@@H:13](O)[C:12]2[C:7](=[CH:8][CH:9]=[CH:10][CH:11]=2)[C:6](=[O:15])[CH2:5]1)(=[O:3])[CH3:2].Cl, predict the reaction product. The product is: [OH:15][C:6]1[C:7]2[C:12](=[CH:11][CH:10]=[CH:9][CH:8]=2)[CH:13]=[C:4]([C:1](=[O:3])[CH3:2])[CH:5]=1. (2) Given the reactants [OH:1][CH:2]1[CH2:23][NH:22][CH2:21][CH2:20][C:3]21[C:7](=[O:8])[N:6]([C:9]1[CH:14]=[CH:13][C:12]([O:15][C:16]([F:19])([F:18])[F:17])=[CH:11][CH:10]=1)[CH2:5][CH2:4]2.[CH:24]1([S:27](Cl)(=[O:29])=[O:28])[CH2:26][CH2:25]1, predict the reaction product. The product is: [CH:24]1([S:27]([N:22]2[CH2:21][CH2:20][C:3]3([C:7](=[O:8])[N:6]([C:9]4[CH:14]=[CH:13][C:12]([O:15][C:16]([F:19])([F:17])[F:18])=[CH:11][CH:10]=4)[CH2:5][CH2:4]3)[CH:2]([OH:1])[CH2:23]2)(=[O:29])=[O:28])[CH2:26][CH2:25]1. (3) Given the reactants [Cl:1][C:2]1[C:3]2[CH2:15][CH2:14][N:13](CC3C=CC=CC=3)[CH2:12][C:4]=2[N:5]=[C:6]([C:8]([F:11])([F:10])[F:9])[N:7]=1, predict the reaction product. The product is: [ClH:1].[Cl:1][C:2]1[C:3]2[CH2:15][CH2:14][NH:13][CH2:12][C:4]=2[N:5]=[C:6]([C:8]([F:9])([F:10])[F:11])[N:7]=1. (4) Given the reactants [CH2:1]([O:3][C:4](=[O:19])/[CH:5]=[C:6](/[O:8][C:9]1[CH:14]=[CH:13][CH:12]=[C:11]([O:15][CH3:16])[C:10]=1[O:17][CH3:18])\[CH3:7])[CH3:2].[Br:20]N1C(=O)CCC1=O.C(OOC(=O)C1C=CC=CC=1)(=O)C1C=CC=CC=1, predict the reaction product. The product is: [CH2:1]([O:3][C:4](=[O:19])/[CH:5]=[C:6](/[O:8][C:9]1[CH:14]=[CH:13][CH:12]=[C:11]([O:15][CH3:16])[C:10]=1[O:17][CH3:18])\[CH2:7][Br:20])[CH3:2]. (5) The product is: [Cl:1][C:2]1[N:7]=[C:6]([C:8]2[CH:9]=[C:10]([O:15][CH:16]([F:18])[F:17])[C:11]([NH2:14])=[N:12][CH:13]=2)[CH:5]=[C:4]([C:25]2[CH:24]=[N:23][N:22]([CH2:20][CH3:21])[CH:26]=2)[N:3]=1. Given the reactants [Cl:1][C:2]1[N:7]=[C:6]([C:8]2[CH:9]=[C:10]([O:15][CH:16]([F:18])[F:17])[C:11]([NH2:14])=[N:12][CH:13]=2)[CH:5]=[C:4](Cl)[N:3]=1.[CH2:20]([N:22]1[CH:26]=[C:25](B2OC(C)(C)C(C)(C)O2)[CH:24]=[N:23]1)[CH3:21].C(=O)([O-])[O-].[Cs+].[Cs+], predict the reaction product. (6) Given the reactants Cl.Cl.[CH3:3][O:4][C:5]1[CH:18]=[CH:17][C:8]([CH2:9][CH2:10][N:11]2[CH2:16][CH2:15][NH:14][CH2:13][CH2:12]2)=[CH:7][CH:6]=1.[Cl:19][C:20]1[N:24]=[C:23](Cl)[S:22][N:21]=1.CCN(C(C)C)C(C)C, predict the reaction product. The product is: [Cl:19][C:20]1[N:24]=[C:23]([N:14]2[CH2:13][CH2:12][N:11]([CH2:10][CH2:9][C:8]3[CH:7]=[CH:6][C:5]([O:4][CH3:3])=[CH:18][CH:17]=3)[CH2:16][CH2:15]2)[S:22][N:21]=1. (7) Given the reactants [CH3:1][O:2][C:3]1[CH:12]=[C:11]([O:13][CH3:14])[CH:10]=[C:9]2[C:4]=1[C:5](=[O:28])[NH:6][C:7]([C:15]1[CH:25]=[C:24]([CH3:26])[C:18]([O:19][CH2:20][C:21](O)=[O:22])=[C:17]([CH3:27])[CH:16]=1)=[N:8]2.C[CH2:30][N:31]=C=NCCCN(C)C.C1C=CC2N(O)N=NC=2C=1.CN, predict the reaction product. The product is: [CH3:1][O:2][C:3]1[CH:12]=[C:11]([O:13][CH3:14])[CH:10]=[C:9]2[C:4]=1[C:5](=[O:28])[NH:6][C:7]([C:15]1[CH:16]=[C:17]([CH3:27])[C:18]([O:19][CH2:20][C:21]([NH:31][CH3:30])=[O:22])=[C:24]([CH3:26])[CH:25]=1)=[N:8]2.